Task: Predict which catalyst facilitates the given reaction.. Dataset: Catalyst prediction with 721,799 reactions and 888 catalyst types from USPTO (1) Reactant: [CH3:1][O:2][C:3]1[N:8]=[CH:7][C:6]([CH:9]([O:13][C:14]2[CH:15]=[C:16]3[C:20](=[CH:21][CH:22]=2)[N:19]([C:23]2[CH:28]=[CH:27][CH:26]=[CH:25][N:24]=2)[N:18]=[CH:17]3)[CH:10]([NH2:12])[CH3:11])=[CH:5][CH:4]=1.C(N(CC)CC)C.[CH:36]1([S:39](Cl)(=[O:41])=[O:40])[CH2:38][CH2:37]1.[NH4+].[Cl-]. Product: [CH3:1][O:2][C:3]1[N:8]=[CH:7][C:6]([CH:9]([O:13][C:14]2[CH:15]=[C:16]3[C:20](=[CH:21][CH:22]=2)[N:19]([C:23]2[CH:28]=[CH:27][CH:26]=[CH:25][N:24]=2)[N:18]=[CH:17]3)[CH:10]([NH:12][S:39]([CH:36]2[CH2:38][CH2:37]2)(=[O:41])=[O:40])[CH3:11])=[CH:5][CH:4]=1. The catalyst class is: 154. (2) Reactant: [C:1]([OH:9])(=O)[C:2]1[CH:7]=[CH:6][CH:5]=[CH:4][CH:3]=1.[C:10]1([CH3:17])[CH:15]=[CH:14][CH:13]=[C:12]([CH3:16])[CH:11]=1. Product: [CH3:17][C:10]1[CH:11]=[C:12]([CH3:16])[CH:13]=[CH:14][C:15]=1[C:1]([C:2]1[CH:3]=[CH:4][CH:5]=[CH:6][CH:7]=1)=[O:9]. The catalyst class is: 401. (3) Reactant: O[C:2]1([C:8]([OH:10])=O)[CH:7]=[CH:6][CH:5]=[CH:4][NH:3]1.C(N(C(C)C)CC)(C)C.Cl.[CH3:21][NH:22][O:23][CH3:24].F[P-](F)(F)(F)(F)F.N1([O:41][P+](N2CCCC2)(N2CCCC2)N2CCCC2)C2C=CC=CC=2N=N1. Product: [CH3:24][O:23][N:22]([CH3:21])[C:8]([C:2]1[C:7]([OH:41])=[CH:6][CH:5]=[CH:4][N:3]=1)=[O:10]. The catalyst class is: 9. (4) The catalyst class is: 1. Product: [C:20]([O:24][C:25]([N:27]1[CH2:32][CH2:31][C:30]([C:2]2[CH:7]=[CH:6][C:5]([NH2:8])=[C:4]([O:17][CH3:18])[CH:3]=2)([OH:33])[CH2:29][CH2:28]1)=[O:26])([CH3:23])([CH3:21])[CH3:22]. Reactant: Br[C:2]1[CH:7]=[CH:6][C:5]([N:8]2[Si](C)(C)CC[Si]2(C)C)=[C:4]([O:17][CH3:18])[CH:3]=1.[Mg].[C:20]([O:24][C:25]([N:27]1[CH2:32][CH2:31][C:30](=[O:33])[CH2:29][CH2:28]1)=[O:26])([CH3:23])([CH3:22])[CH3:21]. (5) Reactant: C[O:2][C:3]([C:5]1[CH:10]=[CH:9][N:8]=[C:7]([N:11]2[CH2:16][CH2:15][N:14]([C:17]([O:19][CH2:20][C:21]([CH3:24])([CH3:23])[CH3:22])=[O:18])[CH2:13][CH2:12]2)[CH:6]=1)=O.[BH4-].[Li+].[OH-].[Na+]. Product: [OH:2][CH2:3][C:5]1[CH:10]=[CH:9][N:8]=[C:7]([N:11]2[CH2:12][CH2:13][N:14]([C:17]([O:19][CH2:20][C:21]([CH3:24])([CH3:23])[CH3:22])=[O:18])[CH2:15][CH2:16]2)[CH:6]=1. The catalyst class is: 54.